From a dataset of NCI-60 drug combinations with 297,098 pairs across 59 cell lines. Regression. Given two drug SMILES strings and cell line genomic features, predict the synergy score measuring deviation from expected non-interaction effect. Drug 1: CC1=C(C(=CC=C1)Cl)NC(=O)C2=CN=C(S2)NC3=CC(=NC(=N3)C)N4CCN(CC4)CCO. Drug 2: C1=CN(C=N1)CC(O)(P(=O)(O)O)P(=O)(O)O. Cell line: M14. Synergy scores: CSS=6.37, Synergy_ZIP=-0.917, Synergy_Bliss=-0.564, Synergy_Loewe=-7.42, Synergy_HSA=-1.81.